This data is from Reaction yield outcomes from USPTO patents with 853,638 reactions. The task is: Predict the reaction yield, written as a fraction of the theoretical maximum amount of product (1.0 means a 100% yield; for example, 0.34 means a 34% yield). (1) The reactants are [F:1][C:2]1[CH:3]=[C:4]([CH:14]=[CH:15][CH:16]=1)[O:5][C:6]1[N:11]=[CH:10][C:9]([CH:12]=O)=[CH:8][CH:7]=1.[N+:17]([CH3:20])([O-:19])=[O:18].C([O-])(=O)C.[NH4+].[BH4-].[Na+].C(=O)([O-])O.[Na+]. The catalyst is O.C(O)(=O)C.CS(C)=O. The product is [F:1][C:2]1[CH:3]=[C:4]([CH:14]=[CH:15][CH:16]=1)[O:5][C:6]1[CH:7]=[CH:8][C:9]([CH2:12][CH2:20][N+:17]([O-:19])=[O:18])=[CH:10][N:11]=1. The yield is 0.660. (2) The reactants are [C:1]([O:5][C:6]([N:8]([CH2:14][C:15]1[CH:24]=[CH:23][C:22]2[C:17](=[CH:18][CH:19]=[C:20]([O:25][C@H:26]3[CH2:31][CH2:30][C@H:29]([C:32]([CH3:35])([CH3:34])[CH3:33])[CH2:28][CH2:27]3)[CH:21]=2)[CH:16]=1)[CH2:9][CH2:10][C:11](O)=[O:12])=[O:7])([CH3:4])([CH3:3])[CH3:2].[NH4+:36].[Cl-].CCN(CC)CC.CN(C(ON1N=NC2C=CC=NC1=2)=[N+](C)C)C.F[P-](F)(F)(F)(F)F. The catalyst is C1COCC1. The product is [NH2:36][C:11](=[O:12])[CH2:10][CH2:9][N:8]([CH2:14][C:15]1[CH:24]=[CH:23][C:22]2[C:17](=[CH:18][CH:19]=[C:20]([O:25][C@H:26]3[CH2:27][CH2:28][C@H:29]([C:32]([CH3:35])([CH3:34])[CH3:33])[CH2:30][CH2:31]3)[CH:21]=2)[CH:16]=1)[C:6](=[O:7])[O:5][C:1]([CH3:4])([CH3:3])[CH3:2]. The yield is 0.700. (3) The reactants are Cl.[CH3:2][NH:3][CH3:4].C[Al](C)C.[CH2:9]([N:12]([CH2:18][C:19]1[CH:24]=[CH:23][CH:22]=[CH:21][CH:20]=1)[CH2:13][C:14](OC)=[O:15])[CH:10]=[CH2:11]. The catalyst is C1(C)C=CC=CC=1.C1COCC1. The product is [CH2:9]([N:12]([CH2:18][C:19]1[CH:24]=[CH:23][CH:22]=[CH:21][CH:20]=1)[CH2:13][C:14]([N:3]([CH3:4])[CH3:2])=[O:15])[CH:10]=[CH2:11]. The yield is 0.770. (4) The reactants are C(N(C(C)C)CC)(C)C.[Cl:10][C:11]1[CH:19]=[C:18]([C:20]([NH:22][CH2:23][C:24]2[CH:29]=[CH:28][CH:27]=[C:26]([OH:30])[CH:25]=2)=[O:21])[CH:17]=[C:16]([Cl:31])[C:12]=1[C:13]([OH:15])=O.Cl.[CH3:33][C:34]([CH3:47])([O:36][C:37]([NH:39][CH2:40][C@@H:41]([C:43]([O:45][CH3:46])=[O:44])[NH2:42])=[O:38])[CH3:35].C1C=CC2N(O)N=NC=2C=1.CN(C(ON1N=NC2C=CC=CC1=2)=[N+](C)C)C.F[P-](F)(F)(F)(F)F. The catalyst is CN(C)C=O. The product is [Cl:31][C:16]1[CH:17]=[C:18]([C:20]([NH:22][CH2:23][C:24]2[CH:29]=[CH:28][CH:27]=[C:26]([OH:30])[CH:25]=2)=[O:21])[CH:19]=[C:11]([Cl:10])[C:12]=1[C:13]([NH:42][C@H:41]([C:43]([O:45][CH3:46])=[O:44])[CH2:40][NH:39][C:37]([O:36][C:34]([CH3:47])([CH3:35])[CH3:33])=[O:38])=[O:15]. The yield is 0.730. (5) The reactants are Cl[C:2]1[C:7]([N+:8]([O-:10])=[O:9])=[CH:6][CH:5]=[C:4]([Cl:11])[N:3]=1.CCN(C(C)C)C(C)C.[CH:21]1([C:24]2[NH:28][N:27]=[C:26]([NH2:29])[CH:25]=2)[CH2:23][CH2:22]1. The catalyst is CCO. The product is [Cl:11][C:4]1[N:3]=[C:2]([NH:29][C:26]2[CH:25]=[C:24]([CH:21]3[CH2:23][CH2:22]3)[NH:28][N:27]=2)[C:7]([N+:8]([O-:10])=[O:9])=[CH:6][CH:5]=1. The yield is 0.980. (6) The reactants are FC(F)(F)C(O)=O.[N:8]1([C:14]2[N:19]3[N:20]=[C:21]([C:23]4[CH:28]=[CH:27][CH:26]=[CH:25][CH:24]=4)[CH:22]=[C:18]3[N:17]=[C:16]([NH:29][NH2:30])[CH:15]=2)[CH2:13][CH2:12][O:11][CH2:10][CH2:9]1.[Cl:31][C:32]1[CH:33]=[C:34]([CH:37]=[CH:38][CH:39]=1)[CH:35]=O. The catalyst is C(O)C. The product is [Cl:31][C:32]1[CH:33]=[C:34]([CH:37]=[CH:38][CH:39]=1)[CH:35]=[N:30][NH:29][C:16]1[CH:15]=[C:14]([N:8]2[CH2:13][CH2:12][O:11][CH2:10][CH2:9]2)[N:19]2[N:20]=[C:21]([C:23]3[CH:28]=[CH:27][CH:26]=[CH:25][CH:24]=3)[CH:22]=[C:18]2[N:17]=1. The yield is 0.340. (7) The reactants are [Br:1][CH2:2][CH2:3][CH2:4][O:5][C:6]1[CH:10]=[C:9]([C:11]([O:13]C)=[O:12])[O:8][N:7]=1.[OH-].[Na+]. The catalyst is O1CCCC1. The product is [Br:1][CH2:2][CH2:3][CH2:4][O:5][C:6]1[CH:10]=[C:9]([C:11]([OH:13])=[O:12])[O:8][N:7]=1. The yield is 0.990.